This data is from Forward reaction prediction with 1.9M reactions from USPTO patents (1976-2016). The task is: Predict the product of the given reaction. (1) Given the reactants [F:1][C:2]1[CH:16]=[CH:15][C:5]([O:6][C:7]2[CH:8]=[C:9]([CH:12]=[CH:13][CH:14]=2)[CH:10]=O)=[CH:4][CH:3]=1.Cl.[NH2:18][OH:19], predict the reaction product. The product is: [F:1][C:2]1[CH:16]=[CH:15][C:5]([O:6][C:7]2[CH:8]=[C:9]([CH:12]=[CH:13][CH:14]=2)/[CH:10]=[N:18]/[OH:19])=[CH:4][CH:3]=1. (2) Given the reactants C(N(CC)CC)C.[C:8]1([CH3:18])[CH:13]=[CH:12][C:11]([S:14](Cl)(=[O:16])=[O:15])=[CH:10][CH:9]=1.Cl.CN(C)C.[CH3:24][C:25]([CH2:30][CH2:31][CH2:32][CH:33]([CH3:40])[CH2:34][CH2:35][CH2:36][CH:37]([CH3:39])[CH3:38])=[CH:26][CH2:27][CH2:28][OH:29].CN(C)CCCN, predict the reaction product. The product is: [CH3:24][C:25]([CH2:30][CH2:31][CH2:32][CH:33]([CH3:40])[CH2:34][CH2:35][CH2:36][CH:37]([CH3:39])[CH3:38])=[CH:26][CH2:27][CH2:28][O:29][S:14]([C:11]1[CH:12]=[CH:13][C:8]([CH3:18])=[CH:9][CH:10]=1)(=[O:16])=[O:15]. (3) Given the reactants [NH:1]1[CH2:11][CH2:10][CH2:9][CH:3](C(OCC)=O)[CH2:2]1.[F:12][C:13]([F:23])([F:22])[C:14]1[CH:21]=[CH:20][CH:19]=[CH:18][C:15]=1[CH:16]=O.[NH2:24][C:25]1[CH:29]=[CH:28][NH:27][N:26]=1, predict the reaction product. The product is: [C:2]([C:3]1[CH:16]([C:15]2[CH:18]=[CH:19][CH:20]=[CH:21][C:14]=2[C:13]([F:23])([F:22])[F:12])[C:29]2[C:25](=[N:26][NH:27][CH:28]=2)[NH:24][C:9]=1[CH:9]1[CH2:3][CH2:2][NH:1][CH2:11][CH2:10]1)#[N:1]. (4) Given the reactants [OH:1][C:2]1[CH:3]=[C:4]([CH:8]=[CH:9][C:10]=1[OH:11])[C:5]([OH:7])=[O:6].[OH:12][C:13]1[CH:14]=[C:15]([CH:19]=[C:20]([O:23][CH3:24])[C:21]=1[OH:22])[C:16]([OH:18])=[O:17].[C:25]1([C:32]2[CH:37]=[CH:36][C:35](O)=[CH:34][CH:33]=2)[CH:30]=[CH:29][C:28](O)=[CH:27][CH:26]=1, predict the reaction product. The product is: [OH:12][C:13]1[CH:14]=[C:15]([CH:19]=[C:20]([O:23][CH3:24])[C:21]=1[OH:22])[C:16]([O:18][C:35]1[CH:36]=[CH:37][C:32]([C:25]2[CH:30]=[CH:29][C:28]([O:6][C:5](=[O:7])[C:4]3[CH:8]=[CH:9][C:10]([OH:11])=[C:2]([OH:1])[CH:3]=3)=[CH:27][CH:26]=2)=[CH:33][CH:34]=1)=[O:17]. (5) Given the reactants [CH2:1]([N:3]1[C:7]([C:8]([NH2:10])=[O:9])=[C:6]([NH2:11])[C:5]([CH2:12][CH2:13][CH3:14])=[N:4]1)[CH3:2].C(N(CC)CC)C.N#N.[CH2:24]([O:26][C:27]1[CH:35]=[CH:34][CH:33]=[CH:32][C:28]=1[C:29](Cl)=[O:30])[CH3:25], predict the reaction product. The product is: [CH2:24]([O:26][C:27]1[CH:35]=[CH:34][CH:33]=[CH:32][C:28]=1[C:29]([NH:11][C:6]1[C:5]([CH2:12][CH2:13][CH3:14])=[N:4][N:3]([CH2:1][CH3:2])[C:7]=1[C:8]([NH2:10])=[O:9])=[O:30])[CH3:25]. (6) Given the reactants [NH2:1][C:2]1[CH:7]=[CH:6][C:5]([C:8]2[N:13]=[C:12]3[N:14]([C:32]([O:34][C:35]([CH3:38])([CH3:37])[CH3:36])=[O:33])[N:15]=[C:16]([N:17]([C:25]([O:27][C:28]([CH3:31])([CH3:30])[CH3:29])=[O:26])[C:18]([O:20][C:21]([CH3:24])([CH3:23])[CH3:22])=[O:19])[C:11]3=[CH:10][N:9]=2)=[CH:4][CH:3]=1.[Cl:39][C:40]1[CH:41]=[CH:42][C:43]([C:50]#[N:51])=[C:44]([S:46](Cl)(=[O:48])=[O:47])[CH:45]=1, predict the reaction product. The product is: [C:28]([O:27][C:25]([N:17]([C:18]([O:20][C:21]([CH3:24])([CH3:22])[CH3:23])=[O:19])[C:16]1[C:11]2[C:12](=[N:13][C:8]([C:5]3[CH:4]=[CH:3][C:2]([NH:1][S:46]([C:44]4[CH:45]=[C:40]([Cl:39])[CH:41]=[CH:42][C:43]=4[C:50]#[N:51])(=[O:47])=[O:48])=[CH:7][CH:6]=3)=[N:9][CH:10]=2)[N:14]([C:32]([O:34][C:35]([CH3:38])([CH3:37])[CH3:36])=[O:33])[N:15]=1)=[O:26])([CH3:29])([CH3:31])[CH3:30].